Dataset: Reaction yield outcomes from USPTO patents with 853,638 reactions. Task: Predict the reaction yield, written as a fraction of the theoretical maximum amount of product (1.0 means a 100% yield; for example, 0.34 means a 34% yield). (1) The reactants are [NH2:1][C:2]1[C:11]([NH2:12])=[CH:10][C:9]([N:13]2[CH2:18][CH2:17][O:16][CH2:15][CH2:14]2)=[CH:8][C:3]=1[C:4]([O:6][CH3:7])=[O:5].N[C:20](N)=[O:21]. The catalyst is CN(C=O)C.C(Cl)Cl. The product is [N:13]1([C:9]2[CH:8]=[C:3]([C:4]([O:6][CH3:7])=[O:5])[C:2]3[NH:1][C:20](=[O:21])[NH:12][C:11]=3[CH:10]=2)[CH2:18][CH2:17][O:16][CH2:15][CH2:14]1. The yield is 0.620. (2) The reactants are [CH3:1][O:2][C:3]1[CH:8]=[CH:7][C:6]([N+:9]([O-:11])=[O:10])=[CH:5][C:4]=1[OH:12].C(=O)([O-])[O-].[K+].[K+].[CH:19]1(Br)[CH2:23][CH2:22][CH2:21][CH2:20]1.C(Cl)Cl. The catalyst is CN(C)C=O.O.CCOCC.CO. The product is [CH:19]1([O:12][C:4]2[CH:5]=[C:6]([N+:9]([O-:11])=[O:10])[CH:7]=[CH:8][C:3]=2[O:2][CH3:1])[CH2:23][CH2:22][CH2:21][CH2:20]1. The yield is 0.996. (3) The reactants are [F:1][C:2]1[C:7]([N+:8]([O-:10])=[O:9])=[CH:6][C:5]([NH:11]S(C2C=CC(C)=CC=2)(=O)=O)=[C:4]([NH:22]S(C2C=CC(C)=CC=2)(=O)=O)[CH:3]=1.OS(O)(=O)=O.N. The catalyst is O. The product is [F:1][C:2]1[CH:3]=[C:4]([NH2:22])[C:5]([NH2:11])=[CH:6][C:7]=1[N+:8]([O-:10])=[O:9]. The yield is 0.840. (4) The reactants are [OH:1][C:2]1[CH:7]=[CH:6][C:5]([C@@H:8]2[CH2:12][CH2:11][C:10](=[O:13])[CH2:9]2)=[CH:4][CH:3]=1.Br[CH2:15][C:16]([O:18][CH3:19])=[O:17]. No catalyst specified. The product is [CH3:19][O:18][C:16](=[O:17])[CH2:15][O:1][C:2]1[CH:3]=[CH:4][C:5]([C@@H:8]2[CH2:12][CH2:11][C:10](=[O:13])[CH2:9]2)=[CH:6][CH:7]=1. The yield is 1.00. (5) The reactants are C(=O)([O-])[O-].[Cs+].[Cs+].[Br:7][C:8]1[CH:15]=[CH:14][C:13]([Cl:16])=[CH:12][C:9]=1[CH:10]=O.[CH3:17][C:18]([S@@:21]([NH2:23])=[O:22])([CH3:20])[CH3:19]. The catalyst is C1(C)C=CC=CC=1. The product is [Br:7][C:8]1[CH:15]=[CH:14][C:13]([Cl:16])=[CH:12][C:9]=1[CH:10]=[CH:17][C:18]([CH3:20])([S:21]([NH2:23])=[O:22])[CH3:19]. The yield is 0.952. (6) The reactants are [CH2:1]([O:3][C:4]([C:6]1[S:10][C:9](Br)=[N:8][C:7]=1[CH3:12])=[O:5])[CH3:2].[NH:13]1[C:17](B(O)O)=[CH:16][CH:15]=[N:14]1.C(=O)([O-])[O-].[K+].[K+]. The catalyst is C1(C)C=CC=CC=1.O.C(O)C.C1C=CC([P]([Pd]([P](C2C=CC=CC=2)(C2C=CC=CC=2)C2C=CC=CC=2)([P](C2C=CC=CC=2)(C2C=CC=CC=2)C2C=CC=CC=2)[P](C2C=CC=CC=2)(C2C=CC=CC=2)C2C=CC=CC=2)(C2C=CC=CC=2)C2C=CC=CC=2)=CC=1. The product is [CH2:1]([O:3][C:4]([C:6]1[S:10][C:9]([C:17]2[NH:13][N:14]=[CH:15][CH:16]=2)=[N:8][C:7]=1[CH3:12])=[O:5])[CH3:2]. The yield is 0.830. (7) The reactants are CO[CH:3](OC)[CH2:4][CH:5](OC)OC.Cl.[C:13]([NH:17][NH2:18])([CH3:16])([CH3:15])[CH3:14].Cl. The catalyst is C(O)C.O. The product is [CH3:14][C:13]([N:17]1[CH:5]=[CH:4][CH:3]=[N:18]1)([CH3:16])[CH3:15]. The yield is 0.720. (8) The catalyst is O1CCCC1. The yield is 0.320. The product is [CH2:1]([O:8][C:9]1[C:10]([Cl:16])=[C:11]([C:12]([F:15])=[CH:13][CH:14]=1)[CH:24]=[O:25])[C:2]1[CH:3]=[CH:4][CH:5]=[CH:6][CH:7]=1. The reactants are [CH2:1]([O:8][C:9]1[CH:14]=[CH:13][C:12]([F:15])=[CH:11][C:10]=1[Cl:16])[C:2]1[CH:7]=[CH:6][CH:5]=[CH:4][CH:3]=1.C([Li])CCC.CN(C)[CH:24]=[O:25]. (9) The reactants are Br[C:2]1[N:3]=[C:4]2[C:10]([C:11]3[CH:16]=[CH:15][CH:14]=[CH:13][C:12]=3[O:17][CH3:18])=[CH:9][N:8](S(C3C=CC(C)=CC=3)(=O)=O)[C:5]2=[N:6][CH:7]=1.[CH3:29][N:30]([CH3:42])[C:31]([C:33]1[CH:34]=[C:35](B(O)O)[CH:36]=[CH:37][CH:38]=1)=[O:32].C(=O)(O)[O-].[Na+].ClCCl. The catalyst is C(#N)C.CCOC(C)=O.Cl[Pd-2](Cl)(P(C1C=CC=CC=1)(C1C=CC=CC=1)C1C=CC=CC=1)P(C1C=CC=CC=1)(C1C=CC=CC=1)C1C=CC=CC=1.CO. The product is [CH3:18][O:17][C:12]1[CH:13]=[CH:14][CH:15]=[CH:16][C:11]=1[C:10]1[C:4]2[C:5](=[N:6][CH:7]=[C:2]([C:37]3[CH:38]=[C:33]([CH:34]=[CH:35][CH:36]=3)[C:31]([N:30]([CH3:42])[CH3:29])=[O:32])[N:3]=2)[NH:8][CH:9]=1. The yield is 0.540. (10) The reactants are [Cl:1][C:2]1[CH:3]=[CH:4][C:5]([NH:8][C:9](=[O:19])[C:10]2[CH:15]=[CH:14][CH:13]=[CH:12][C:11]=2[N+:16]([O-])=O)=[N:6][CH:7]=1. The catalyst is C1COCC1.C(OCC)(=O)C.[Ni]. The product is [Cl:1][C:2]1[CH:3]=[CH:4][C:5]([NH:8][C:9](=[O:19])[C:10]2[CH:15]=[CH:14][CH:13]=[CH:12][C:11]=2[NH2:16])=[N:6][CH:7]=1. The yield is 0.830.